This data is from Full USPTO retrosynthesis dataset with 1.9M reactions from patents (1976-2016). The task is: Predict the reactants needed to synthesize the given product. (1) Given the product [CH:1]([N:4]1[C:8]2[CH:9]=[CH:10][CH:11]=[CH:12][C:7]=2[N:6]([C:13]([NH:15][CH2:16][CH:17]2[CH2:18][CH2:19][NH:20][CH2:21][CH2:22]2)=[O:14])[C:5]1=[O:30])([CH3:3])[CH3:2], predict the reactants needed to synthesize it. The reactants are: [CH:1]([N:4]1[C:8]2[CH:9]=[CH:10][CH:11]=[CH:12][C:7]=2[N:6]([C:13]([NH:15][CH2:16][CH:17]2[CH2:22][CH2:21][N:20](C(OC(C)(C)C)=O)[CH2:19][CH2:18]2)=[O:14])[C:5]1=[O:30])([CH3:3])[CH3:2]. (2) Given the product [NH2:2][CH2:1][C:3]([CH3:27])([CH3:28])[C@H:4]([NH:6][C:7]1[C:8]2[N:9]([CH:16]=[C:17]([C:19]3[CH:20]=[N:21][C:22]([O:25][CH3:26])=[CH:23][CH:24]=3)[CH:18]=2)[N:10]=[CH:11][C:12]=1[C:13]([NH2:15])=[O:14])[CH3:5], predict the reactants needed to synthesize it. The reactants are: [C:1]([C:3]([CH3:28])([CH3:27])[C@H:4]([NH:6][C:7]1[C:8]2[N:9]([CH:16]=[C:17]([C:19]3[CH:20]=[N:21][C:22]([O:25][CH3:26])=[CH:23][CH:24]=3)[CH:18]=2)[N:10]=[CH:11][C:12]=1[C:13]([NH2:15])=[O:14])[CH3:5])#[N:2].[H-].[H-].[H-].[H-].[Li+].[Al+3].